Dataset: Experimentally validated miRNA-target interactions with 360,000+ pairs, plus equal number of negative samples. Task: Binary Classification. Given a miRNA mature sequence and a target amino acid sequence, predict their likelihood of interaction. (1) The miRNA is hsa-miR-6727-5p with sequence CUCGGGGCAGGCGGCUGGGAGCG. The protein sequence of the target gene is MVDKNIYIIQGEINIVVGAIKRNARWSTHTPLDEERDPLLHSFGHLKEVLNSITELSEIEPNVFLRPFLEVIRSEDTTGPITGLALTSVNKFLSYALIDPTHEGTAEGMENMADAVTHARFVGTDPASDEVVLMKILQVLRTLLLTPVGAHLTNESVCEIMQSCFRICFEMRLSELLRKSAEHTLVDMVQLLFTRLPQFKEEPKNYVGTNMKKLKMRAGGMSDSSKWKKQKRSPRPPRHMTKVTPGSELPTPNGTTLSSNLTGGMPFIDVPTPISSASSEAASAVVSPSTDSGLEFSSQT.... Result: 0 (no interaction). (2) The miRNA is mmu-miR-1b-5p with sequence UACAUACUUCUUUACAUUCCA. The protein sequence of the target gene is MPALAIMGLSLAAFLELGMGASLCLSQQFKAQGDYILGGLFPLGSTEEATLNQRTQPNSIPCNRFSPLGLFLAMAMKMAVEEINNGSALLPGLRLGYDLFDTCSEPVVTMKSSLMFLAKVGSQSIAAYCNYTQYQPRVLAVIGPHSSELALITGKFFSFFLMPQVSYSASMDRLSDRETFPSFFRTVPSDRVQLQAVVTLLQNFSWNWVAALGSDDDYGREGLSIFSSLANARGICIAHEGLVPQHDTSGQQLGKVLDVLRQVNQSKVQVVVLFASARAVYSLFSYSIHHGLSPKVWVAS.... Result: 1 (interaction). (3) The miRNA is hsa-miR-4524b-3p with sequence GAGACAGGUUCAUGCUGCUA. The protein sequence of the target gene is MRWILCWSLTLCLMAQTALGALHTKRPQVVTKYGTLQGKQMHVGKTPIQVFLGVPFSRPPLGILRFAPPEPPEPWKGIRDATTYPPGCLQESWGQLASMYVSTRERYKWLRFSEDCLYLNVYAPARAPGDPQLPVMVWFPGGAFIVGAASSYEGSDLAAREKVVLVFLQHRLGIFGFLSTDDSHARGNWGLLDQMAALRWVQENIAAFGGDPGNVTLFGQSAGAMSISGLMMSPLASGLFHRAISQSGTALFRLFITSNPLKVAKKVAHLAGCNHNSTQILVNCLRALSGTKVMRVSNKM.... Result: 1 (interaction). (4) The miRNA is hsa-miR-4749-5p with sequence UGCGGGGACAGGCCAGGGCAUC. The protein sequence of the target gene is MATQQKASDERISQFDHNLLPELSALLGLDAVQLAKELEEEEQKERAKMQKGYNSQMRSEAKRLKTFVTYEPYSSWIPQEMAAAGFYFTGVKSGIQCFCCSLILFGAGLTRLPIEDHKRFHPDCGFLLNKDVGNIAKYDIRVKNLKSRLRGGKMRYQEEEARLASFRNWPFYVQGISPCVLSEAGFVFTGKQDTVQCFSCGGCLGNWEEGDDPWKEHAKWFPKCEFLRSKKSSEEITQYIQSYKGFVDITGEHFVNSWVQRELPMASAYCNDSIFAYEELRLDSFKDWPRESAVGVAALA.... Result: 0 (no interaction).